Dataset: Forward reaction prediction with 1.9M reactions from USPTO patents (1976-2016). Task: Predict the product of the given reaction. (1) Given the reactants Br[C:2]1[C:10]([O:11][CH3:12])=[CH:9][CH:8]=[C:7]2[C:3]=1[CH:4]=[CH:5][NH:6]2.[C:13]([O:23][CH2:24][CH3:25])(=[O:22])[CH:14]=[CH:15][C:16]1[CH:21]=[CH:20][CH:19]=[CH:18][CH:17]=1, predict the reaction product. The product is: [CH2:24]([O:23][C:13](=[O:22])[CH:14]=[C:15]([C:2]1[C:10]([O:11][CH3:12])=[CH:9][CH:8]=[C:7]2[C:3]=1[CH:4]=[CH:5][NH:6]2)[C:16]1[CH:21]=[CH:20][CH:19]=[CH:18][CH:17]=1)[CH3:25]. (2) Given the reactants [NH2:1][C:2]1[CH:7]=[CH:6][C:5]([C:8]2[CH:16]=[C:15]3[C:11]([CH2:12][N:13]([C@@H:18]([CH:23]([CH3:25])[CH3:24])[C:19]([O:21][CH3:22])=[O:20])[C:14]3=[O:17])=[CH:10][CH:9]=2)=[CH:4][CH:3]=1.[CH2:26]([C:30]1[CH:31]=[CH:32][C:33]([C:36](Cl)=[O:37])=[N:34][CH:35]=1)[CH2:27][CH2:28][CH3:29], predict the reaction product. The product is: [CH2:26]([C:30]1[CH:31]=[CH:32][C:33]([C:36]([NH:1][C:2]2[CH:3]=[CH:4][C:5]([C:8]3[CH:16]=[C:15]4[C:11]([CH2:12][N:13]([C@@H:18]([CH:23]([CH3:25])[CH3:24])[C:19]([O:21][CH3:22])=[O:20])[C:14]4=[O:17])=[CH:10][CH:9]=3)=[CH:6][CH:7]=2)=[O:37])=[N:34][CH:35]=1)[CH2:27][CH2:28][CH3:29]. (3) Given the reactants [CH3:1][O:2][C:3]1[CH:10]=[CH:9][C:6]([CH2:7][OH:8])=[CH:5][CH:4]=1.[OH-].[K+].[Cl:13][C:14]1[CH:19]=[C:18](Cl)[N:17]=[C:16]([CH3:21])[N:15]=1, predict the reaction product. The product is: [Cl:13][C:14]1[CH:19]=[C:18]([O:8][CH2:7][C:6]2[CH:9]=[CH:10][C:3]([O:2][CH3:1])=[CH:4][CH:5]=2)[N:17]=[C:16]([CH3:21])[N:15]=1. (4) Given the reactants [CH3:1][O:2][C:3]1[CH:4]=[C:5]([NH:11][C:12]([NH:14][C:15]2[CH:16]=[CH:17][C:18]([O:24][CH:25]([C:36]3[CH:41]=[CH:40][CH:39]=[CH:38][CH:37]=3)[C:26]3[CH:31]=[CH:30][C:29]([C:32]([F:35])([F:34])[F:33])=[CH:28][CH:27]=3)=[C:19]([CH:23]=2)[C:20](O)=[O:21])=[O:13])[CH:6]=[CH:7][C:8]=1[O:9][CH3:10].ON1C2C=CC=CC=2N=N1.[C:52]([NH2:56])([CH3:55])([CH3:54])[CH3:53].Cl.CN(C)CCCN=C=NCC, predict the reaction product. The product is: [C:52]([NH:56][C:20](=[O:21])[C:19]1[CH:23]=[C:15]([NH:14][C:12]([NH:11][C:5]2[CH:6]=[CH:7][C:8]([O:9][CH3:10])=[C:3]([O:2][CH3:1])[CH:4]=2)=[O:13])[CH:16]=[CH:17][C:18]=1[O:24][CH:25]([C:36]1[CH:37]=[CH:38][CH:39]=[CH:40][CH:41]=1)[C:26]1[CH:31]=[CH:30][C:29]([C:32]([F:33])([F:34])[F:35])=[CH:28][CH:27]=1)([CH3:55])([CH3:54])[CH3:53]. (5) The product is: [F:1][C:2]1[CH:3]=[C:4]([NH2:26])[C:5]([NH:9][CH:10]2[CH2:15][CH2:14][N:13]([C@H:16]3[CH2:21][CH2:20][C@H:19]([O:22][CH2:23][CH2:24][CH3:25])[CH2:18][CH2:17]3)[CH2:12][CH2:11]2)=[CH:6][C:7]=1[CH3:8]. Given the reactants [F:1][C:2]1[C:7]([CH3:8])=[CH:6][C:5]([NH:9][CH:10]2[CH2:15][CH2:14][N:13]([C@H:16]3[CH2:21][CH2:20][C@H:19]([O:22][CH2:23][CH2:24][CH3:25])[CH2:18][CH2:17]3)[CH2:12][CH2:11]2)=[C:4]([N+:26]([O-])=O)[CH:3]=1.O.NN, predict the reaction product. (6) Given the reactants Br[C:2]1[CH:11]=[C:10]2[C:5]([CH:6]=[C:7]([NH:12][C:13]([CH:15]3[CH2:17][CH2:16]3)=[O:14])[N:8]=[CH:9]2)=[CH:4][CH:3]=1.N1C2C(=CC=C3C=2N=CC=C3)C=CC=1.C(=O)([O-])[O-].[Cs+].[Cs+].[CH:38]1([OH:42])[CH2:41][CH2:40][CH2:39]1, predict the reaction product. The product is: [CH:38]1([O:42][C:2]2[CH:11]=[C:10]3[C:5]([CH:6]=[C:7]([NH:12][C:13]([CH:15]4[CH2:17][CH2:16]4)=[O:14])[N:8]=[CH:9]3)=[CH:4][CH:3]=2)[CH2:41][CH2:40][CH2:39]1. (7) Given the reactants Br[C:2]1[CH:11]=[C:10]2[C:5]([CH:6]=[CH:7][N:8]([CH2:13][C:14]3[CH:15]=[C:16]([CH:19]=[CH:20][CH:21]=3)[C:17]#[N:18])[C:9]2=[O:12])=[CH:4][CH:3]=1.[C:22]1([CH2:28][C:29]#[CH:30])[CH:27]=[CH:26][CH:25]=[CH:24][CH:23]=1.C(N(CC)CC)C, predict the reaction product. The product is: [O:12]=[C:9]1[C:10]2[C:5](=[CH:4][CH:3]=[C:2]([C:30]#[C:29][CH2:28][C:22]3[CH:27]=[CH:26][CH:25]=[CH:24][CH:23]=3)[CH:11]=2)[CH:6]=[CH:7][N:8]1[CH2:13][C:14]1[CH:15]=[C:16]([CH:19]=[CH:20][CH:21]=1)[C:17]#[N:18].